Predict the reaction yield, written as a fraction of the theoretical maximum amount of product (1.0 means a 100% yield; for example, 0.34 means a 34% yield). From a dataset of Reaction yield outcomes from USPTO patents with 853,638 reactions. (1) The reactants are C[O:2][C:3]([C:5]1([O:8][C:9]2[CH:14]=[CH:13][C:12]([F:15])=[CH:11][C:10]=2[F:16])[CH2:7][CH2:6]1)=[O:4].[Li+].[OH-]. The catalyst is C1COCC1.O. The product is [F:16][C:10]1[CH:11]=[C:12]([F:15])[CH:13]=[CH:14][C:9]=1[O:8][C:5]1([C:3]([OH:4])=[O:2])[CH2:7][CH2:6]1. The yield is 0.660. (2) The reactants are [CH3:1][O:2][C:3](=[O:41])[C:4]1[CH:9]=[CH:8][C:7]([NH:10][CH2:11][CH2:12][C:13]2[C:21]3[C:16](=[CH:17][CH:18]=[C:19]([Cl:22])[CH:20]=3)[N:15]([CH:23]([C:30]3[CH:35]=[CH:34][CH:33]=[CH:32][CH:31]=3)[C:24]3[CH:29]=[CH:28][CH:27]=[CH:26][CH:25]=3)[C:14]=2[CH2:36][CH2:37][N:38]=[N+]=[N-])=[CH:6][CH:5]=1.C1C=CC(P(C2C=CC=CC=2)C2C=CC=CC=2)=CC=1.O. The catalyst is C1COCC1.CCOC(C)=O. The product is [CH3:1][O:2][C:3](=[O:41])[C:4]1[CH:5]=[CH:6][C:7]([NH:10][CH2:11][CH2:12][C:13]2[C:21]3[C:16](=[CH:17][CH:18]=[C:19]([Cl:22])[CH:20]=3)[N:15]([CH:23]([C:30]3[CH:31]=[CH:32][CH:33]=[CH:34][CH:35]=3)[C:24]3[CH:29]=[CH:28][CH:27]=[CH:26][CH:25]=3)[C:14]=2[CH2:36][CH2:37][NH2:38])=[CH:8][CH:9]=1. The yield is 0.530. (3) The reactants are [H-].[Na+].CCO.[NH:6]1[C:14]2[C:9](=[CH:10][CH:11]=[CH:12][N:13]=2)[CH:8]=[CH:7]1.[CH2:15]([N:22]1[CH2:27][CH2:26][CH2:25][C:24](=[O:28])[CH2:23]1)[C:16]1[CH:21]=[CH:20][CH:19]=[CH:18][CH:17]=1. The catalyst is C(OC(=O)C)C. The product is [CH2:15]([N:22]1[CH2:27][CH2:26][CH2:25][C:24]([C:8]2[C:9]3[C:14](=[N:13][CH:12]=[CH:11][CH:10]=3)[NH:6][CH:7]=2)([OH:28])[CH2:23]1)[C:16]1[CH:17]=[CH:18][CH:19]=[CH:20][CH:21]=1. The yield is 0.747. (4) The reactants are F[P-](F)(F)(F)(F)F.N1(O[P+](N(C)C)(N(C)C)N(C)C)C2C=CC=CC=2N=N1.[CH:28]1([CH2:33][CH:34]([C:38]2[CH:43]=[CH:42][C:41]([Cl:44])=[C:40]([Cl:45])[CH:39]=2)[C:35]([OH:37])=O)[CH2:32][CH2:31][CH2:30][CH2:29]1.C(N(CC)C(C)C)(C)C.[NH2:55][C:56]1[O:57][CH:58]=[CH:59][N:60]=1. The catalyst is CN(C)C=O. The product is [CH:28]1([CH2:33][CH:34]([C:38]2[CH:43]=[CH:42][C:41]([Cl:44])=[C:40]([Cl:45])[CH:39]=2)[C:35]([NH:55][C:56]2[O:57][CH:58]=[CH:59][N:60]=2)=[O:37])[CH2:29][CH2:30][CH2:31][CH2:32]1. The yield is 0.470. (5) The reactants are C([O:5][C:6](=O)[NH:7][CH2:8][CH2:9][C@H:10]([N:12]1[CH2:17][CH2:16][CH:15]([N:18]([CH2:27][C:28]2[CH:33]=[CH:32][CH:31]=[C:30]([C:34]#[N:35])[N:29]=2)[C:19]2[CH:24]=[CH:23][C:22]([O:25][CH3:26])=[CH:21][CH:20]=2)[CH2:14][CH2:13]1)[CH3:11])(C)(C)C.CCN=C=NCCCN(C)C.C1C=CC2N(O)N=NC=2C=1.Cl.[F:59][C:60]1[CH:68]=[C:67]([CH3:69])[C:63](C(O)=O)=[C:62]([CH3:70])[N:61]=1.CCN(C(C)C)C(C)C. The catalyst is C(Cl)Cl.C(O)(C(F)(F)F)=O.CN(C=O)C. The product is [C:34]([C:30]1[N:29]=[C:28]([CH2:27][N:18]([C:19]2[CH:24]=[CH:23][C:22]([O:25][CH3:26])=[CH:21][CH:20]=2)[CH:15]2[CH2:14][CH2:13][N:12]([C@H:10]([CH3:11])[CH2:9][CH2:8][NH:7][C:6](=[O:5])[C:63]3[C:67]([CH3:69])=[CH:68][C:60]([F:59])=[N:61][C:62]=3[CH3:70])[CH2:17][CH2:16]2)[CH:33]=[CH:32][CH:31]=1)#[N:35]. The yield is 0.750. (6) The reactants are [CH3:1][C:2]([NH2:25])([CH3:24])[CH2:3][NH:4][C:5]([C:18]1[CH:23]=[CH:22][CH:21]=[CH:20][CH:19]=1)([C:12]1[CH:17]=[CH:16][CH:15]=[CH:14][CH:13]=1)[C:6]1[CH:11]=[CH:10][CH:9]=[CH:8][CH:7]=1.CC(N)(C)CN.C(Cl)(C1C=CC=CC=1)(C1C=CC=CC=1)C1C=CC=CC=1.[C:52]([N:60]=[C:61]=[S:62])(=[O:59])[C:53]1[CH:58]=[CH:57][CH:56]=[CH:55][CH:54]=1. No catalyst specified. The product is [CH3:24][C:2]([NH:25][C:61]([NH:60][C:52](=[O:59])[C:53]1[CH:54]=[CH:55][CH:56]=[CH:57][CH:58]=1)=[S:62])([CH3:1])[CH2:3][NH:4][C:5]([C:6]1[CH:11]=[CH:10][CH:9]=[CH:8][CH:7]=1)([C:18]1[CH:23]=[CH:22][CH:21]=[CH:20][CH:19]=1)[C:12]1[CH:13]=[CH:14][CH:15]=[CH:16][CH:17]=1. The yield is 0.440. (7) The reactants are [CH3:1][C@H:2]1[CH2:11][NH:10][C:9]2[C:4](=[CH:5][CH:6]=[CH:7][CH:8]=2)[NH:3]1.[C:12](O[C:12]([O:14][C:15]([CH3:18])([CH3:17])[CH3:16])=[O:13])([O:14][C:15]([CH3:18])([CH3:17])[CH3:16])=[O:13]. The catalyst is ClCCl. The product is [CH3:1][C@@H:2]1[NH:3][C:4]2[C:9](=[CH:8][CH:7]=[CH:6][CH:5]=2)[N:10]([C:12]([O:14][C:15]([CH3:18])([CH3:17])[CH3:16])=[O:13])[CH2:11]1. The yield is 0.530. (8) The reactants are [CH2:1]([OH:4])[C:2]#[CH:3].I[C:6]1[CH:11]=[CH:10][C:9]([Cl:12])=[C:8]([Cl:13])[CH:7]=1.C(N(CC)CC)C. The catalyst is C1COCC1.Cl[Pd](Cl)([P](C1C=CC=CC=1)(C1C=CC=CC=1)C1C=CC=CC=1)[P](C1C=CC=CC=1)(C1C=CC=CC=1)C1C=CC=CC=1.[Cu](I)I. The product is [Cl:12][C:9]1[CH:10]=[C:11]([C:3]#[C:2][CH2:1][OH:4])[CH:6]=[CH:7][C:8]=1[Cl:13]. The yield is 0.930. (9) The reactants are [C:1]([N:4]1[CH2:9][CH2:8][NH:7][CH2:6][CH2:5]1)(=[O:3])[CH3:2].C(=O)([O-])[O-].[K+].[K+].Br[CH2:17][CH2:18][CH2:19][OH:20]. The catalyst is C(#N)C. The product is [C:1]([N:4]1[CH2:9][CH2:8][N:7]([CH2:17][CH2:18][CH2:19][OH:20])[CH2:6][CH2:5]1)(=[O:3])[CH3:2]. The yield is 0.560.